From a dataset of Full USPTO retrosynthesis dataset with 1.9M reactions from patents (1976-2016). Predict the reactants needed to synthesize the given product. (1) Given the product [F:1][C:2]1[CH:7]=[CH:6][CH:5]=[CH:4][C:3]=1[CH2:8][CH2:9][O:10][CH:11]=[CH2:12], predict the reactants needed to synthesize it. The reactants are: [F:1][C:2]1[CH:7]=[CH:6][CH:5]=[CH:4][C:3]=1[CH2:8][CH2:9][OH:10].[C:11](OC=C)(=O)[CH3:12].C(=O)([O-])[O-].[Na+].[Na+]. (2) Given the product [F:31][C:32]([F:37])([F:36])[C:33]([OH:35])=[O:34].[NH:18]1[CH2:19][CH2:20][C:15](=[CH:14][C:13]2[CH:12]=[C:11]([CH:30]=[CH:29][CH:28]=2)[CH2:10][C:6]2[C:7]([CH3:9])=[N:8][C:3]([O:2][CH3:1])=[CH:4][CH:5]=2)[CH2:16][CH2:17]1, predict the reactants needed to synthesize it. The reactants are: [CH3:1][O:2][C:3]1[N:8]=[C:7]([CH3:9])[C:6]([CH2:10][C:11]2[CH:12]=[C:13]([CH:28]=[CH:29][CH:30]=2)[CH:14]=[C:15]2[CH2:20][CH2:19][N:18](C(OC(C)(C)C)=O)[CH2:17][CH2:16]2)=[CH:5][CH:4]=1.[F:31][C:32]([F:37])([F:36])[C:33]([OH:35])=[O:34]. (3) Given the product [CH2:46]([N:54]1[CH:58]=[C:57]([C:59]2[C:67]3[C:62](=[N:63][CH:64]=[C:65]([C:68]4[CH:69]=[CH:70][C:71]([N:74]5[CH2:79][CH2:78][N:77]([CH2:80][C@@H:81]([OH:83])[CH3:82])[CH2:76][CH2:75]5)=[CH:72][CH:73]=4)[CH:66]=3)[NH:61][CH:60]=2)[CH:56]=[N:55]1)[CH2:47][C:48]1[CH:49]=[CH:50][CH:51]=[CH:52][CH:53]=1, predict the reactants needed to synthesize it. The reactants are: Cl.FC1C=C(C=CC=1)CN1C=C(C2C3C(=NC=C(C4C=CC(C5CCNCC5)=CC=4)C=3)N(S(C3C=CC(C)=CC=3)(=O)=O)C=2)C=N1.[CH2:46]([N:54]1[CH:58]=[C:57]([C:59]2[C:67]3[C:62](=[N:63][CH:64]=[C:65]([C:68]4[CH:73]=[CH:72][C:71]([N:74]5[CH2:79][CH2:78][N:77]([CH2:80][C@@H:81]([OH:83])[CH3:82])[CH2:76][CH2:75]5)=[CH:70][CH:69]=4)[CH:66]=3)[N:61](S(C3C=CC(C)=CC=3)(=O)=O)[CH:60]=2)[CH:56]=[N:55]1)[CH2:47][C:48]1[CH:53]=[CH:52][CH:51]=[CH:50][CH:49]=1.[OH-].[Li+]. (4) Given the product [Cl:1][C:2]1[C:7]([Cl:8])=[C:6]([C:9]([OH:18])([C:10]([F:13])([F:12])[F:11])[C:14]([F:17])([F:16])[F:15])[CH:5]=[CH:4][C:3]=1[C:19]1[S:23][C:22]([C:24]([NH:26][C@H:27]2[CH2:30][C@H:29]([C:31]([OH:33])=[O:32])[CH2:28]2)=[O:25])=[N:21][C:20]=1[C:35](=[O:44])[N:36]([CH2:42][CH3:43])[CH2:37][C:38]([F:41])([F:39])[F:40], predict the reactants needed to synthesize it. The reactants are: [Cl:1][C:2]1[C:7]([Cl:8])=[C:6]([C:9]([OH:18])([C:14]([F:17])([F:16])[F:15])[C:10]([F:13])([F:12])[F:11])[CH:5]=[CH:4][C:3]=1[C:19]1[S:23][C:22]([C:24]([NH:26][C@H:27]2[CH2:30][C@H:29]([C:31]([O:33]C)=[O:32])[CH2:28]2)=[O:25])=[N:21][C:20]=1[C:35](=[O:44])[N:36]([CH2:42][CH3:43])[CH2:37][C:38]([F:41])([F:40])[F:39].C1COCC1.CO.O.O[Li].O.Cl. (5) The reactants are: [Br:1][C:2]1[CH:11]=[C:10]2[C:5]([CH2:6][CH2:7][CH2:8][C:9]2=NNC(N)=S)=[CH:4][CH:3]=1.C[OH:18].NNC(N)=S. Given the product [Br:1][C:2]1[CH:11]=[C:10]2[C:5]([CH2:6][CH2:7][CH2:8][C:9]2=[O:18])=[CH:4][CH:3]=1, predict the reactants needed to synthesize it. (6) Given the product [N:1]([C:2]1[CH:7]=[CH:6][C:5]([Cl:8])=[CH:4][C:3]=1[C:9]1[CH:17]=[C:16]2[N:12]([C@H:13]([C:18]([O:20][CH2:21][CH3:22])=[O:19])[CH2:14][CH2:15]2)[C:11](=[O:23])[CH:10]=1)=[N+:24]=[N-:25], predict the reactants needed to synthesize it. The reactants are: [NH2:1][C:2]1[CH:7]=[CH:6][C:5]([Cl:8])=[CH:4][C:3]=1[C:9]1[CH:17]=[C:16]2[N:12]([C@H:13]([C:18]([O:20][CH2:21][CH3:22])=[O:19])[CH2:14][CH2:15]2)[C:11](=[O:23])[CH:10]=1.[N:24]([Si](C)(C)C)=[N+:25]=[N-].N(OC(C)(C)C)=O. (7) Given the product [CH3:32][N:33]([CH3:35])[CH2:34][C:2]1[CH:7]=[N:6][C:5]([O:8][C:9]2[CH:10]=[C:11]3[C:16](=[CH:17][CH:18]=2)[O:15][CH:14]([C:19]2[CH:24]=[CH:23][CH:22]=[CH:21][CH:20]=2)[CH2:13][CH2:12]3)=[CH:4][CH:3]=1, predict the reactants needed to synthesize it. The reactants are: Cl[C:2]1[CH:3]=[CH:4][C:5]([O:8][C:9]2[CH:10]=[C:11]3[C:16](=[CH:17][CH:18]=2)[O:15][CH:14]([C:19]2[CH:24]=[CH:23][CH:22]=[CH:21][CH:20]=2)[CH2:13][CH2:12]3)=[N:6][CH:7]=1.ClC1N=CC([CH2:32][N:33]([CH3:35])[CH3:34])=CC=1. (8) Given the product [I:16][C:9]1[C:8]([C:6]2[CH:5]=[CH:4][N:3]=[C:2]([NH:17][CH2:18][C@@H:19]([NH:21][C:22](=[O:25])[O:23][CH3:24])[CH3:20])[N:7]=2)=[CH:12][N:11]([CH:13]([CH3:15])[CH3:14])[N:10]=1, predict the reactants needed to synthesize it. The reactants are: Cl[C:2]1[N:7]=[C:6]([C:8]2[C:9]([I:16])=[N:10][N:11]([CH:13]([CH3:15])[CH3:14])[CH:12]=2)[CH:5]=[CH:4][N:3]=1.[NH2:17][CH2:18][C@@H:19]([NH:21][C:22](=[O:25])[O:23][CH3:24])[CH3:20].C(N(CC)CC)C. (9) Given the product [S:1](=[O:36])(=[O:35])([O:3][CH2:4][C@@H:5]1[C@@H:9]([OH:10])[CH2:8][C@H:7]([N:18]2[C:26]3[CH:25]=[CH:24][N:23]=[C:22]([NH:27][CH2:28][C:29]4[CH:30]=[CH:31][CH:32]=[CH:33][CH:34]=4)[C:21]=3[CH:20]=[CH:19]2)[O:6]1)[NH2:2], predict the reactants needed to synthesize it. The reactants are: [S:1](=[O:36])(=[O:35])([O:3][CH2:4][C@@H:5]1[C@@H:9]([O:10][Si](C(C)(C)C)(C)C)[CH2:8][C@H:7]([N:18]2[C:26]3[CH:25]=[CH:24][N:23]=[C:22]([NH:27][CH2:28][C:29]4[CH:34]=[CH:33][CH:32]=[CH:31][CH:30]=4)[C:21]=3[CH:20]=[CH:19]2)[O:6]1)[NH2:2].F. (10) Given the product [Br:1][C:2]1[N:3]([CH2:12][C:13]#[C:14][CH3:15])[C:4]2[C:9](=[O:10])[N:8]([CH2:17][C:18]3[N:27]=[C:26]([CH3:28])[C:25]4[C:20](=[CH:21][CH:22]=[CH:23][CH:24]=4)[N:19]=3)[N:7]=[CH:6][C:5]=2[N:11]=1, predict the reactants needed to synthesize it. The reactants are: [Br:1][C:2]1[N:3]([CH2:12][C:13]#[C:14][CH3:15])[C:4]2[C:9](=[O:10])[NH:8][N:7]=[CH:6][C:5]=2[N:11]=1.Cl[CH2:17][C:18]1[N:27]=[C:26]([CH3:28])[C:25]2[C:20](=[CH:21][CH:22]=[CH:23][CH:24]=2)[N:19]=1.C(=O)([O-])[O-].[K+].[K+].